Dataset: Full USPTO retrosynthesis dataset with 1.9M reactions from patents (1976-2016). Task: Predict the reactants needed to synthesize the given product. (1) Given the product [CH:5]([C:8]1[S:12][CH:11]=[C:10]([CH:13]([N:16]([CH2:26][CH2:27][CH:28]([CH3:30])[CH3:29])[S:17]([C:20]2[CH:25]=[CH:24][CH:23]=[CH:22][CH:21]=2)(=[O:18])=[O:19])[CH2:14][OH:15])[CH:9]=1)=[O:4], predict the reactants needed to synthesize it. The reactants are: CC1(C)CO[CH:5]([C:8]2[S:12][CH:11]=[C:10]([CH:13]([N:16]([CH2:26][CH2:27][CH:28]([CH3:30])[CH3:29])[S:17]([C:20]3[CH:25]=[CH:24][CH:23]=[CH:22][CH:21]=3)(=[O:19])=[O:18])[CH2:14][OH:15])[CH:9]=2)[O:4]C1.O. (2) Given the product [F:11][C:12]([F:25])([F:26])[C:13]1[CH:14]=[C:15]([CH:18]=[C:19]([C:21]([F:24])([F:22])[F:23])[CH:20]=1)[CH2:16][O:10][C:8]1[CH:7]=[CH:6][C:3]([C:4]#[N:5])=[C:2]([F:1])[CH:9]=1, predict the reactants needed to synthesize it. The reactants are: [F:1][C:2]1[CH:9]=[C:8]([OH:10])[CH:7]=[CH:6][C:3]=1[C:4]#[N:5].[F:11][C:12]([F:26])([F:25])[C:13]1[CH:14]=[C:15]([CH:18]=[C:19]([C:21]([F:24])([F:23])[F:22])[CH:20]=1)[CH2:16]Br. (3) Given the product [C:16]1([C:2]2[S:3][C:4]3[CH:10]=[C:9]([C:11]([O:13][CH2:14][CH3:15])=[O:12])[CH:8]=[CH:7][C:5]=3[N:6]=2)[CH:21]=[CH:20][CH:19]=[CH:18][CH:17]=1, predict the reactants needed to synthesize it. The reactants are: Br[C:2]1[S:3][C:4]2[CH:10]=[C:9]([C:11]([O:13][CH2:14][CH3:15])=[O:12])[CH:8]=[CH:7][C:5]=2[N:6]=1.[C:16]1(B(O)O)[CH:21]=[CH:20][CH:19]=[CH:18][CH:17]=1.C([O-])([O-])=O.[K+].[K+]. (4) Given the product [C:1]([O:5][C:6](=[O:33])[NH:7][C:8]1[CH:13]=[CH:12][CH:11]=[C:10]([O:14][C:15]2[CH:20]=[C:19]([F:21])[CH:18]=[C:17]([NH:22][C:23]3[CH:28]=[CH:27][C:26]([I:29])=[CH:25][C:24]=3[F:30])[C:16]=2[C:31](=[O:40])[NH2:32])[CH:9]=1)([CH3:4])([CH3:2])[CH3:3], predict the reactants needed to synthesize it. The reactants are: [C:1]([O:5][C:6](=[O:33])[NH:7][C:8]1[CH:13]=[CH:12][CH:11]=[C:10]([O:14][C:15]2[CH:20]=[C:19]([F:21])[CH:18]=[C:17]([NH:22][C:23]3[CH:28]=[CH:27][C:26]([I:29])=[CH:25][C:24]=3[F:30])[C:16]=2[C:31]#[N:32])[CH:9]=1)([CH3:4])([CH3:3])[CH3:2].[OH-].[Na+].OO.C(OCC)(=[O:40])C. (5) Given the product [CH3:11][CH:10]1[C:14](=[O:13])[C:23]2[CH:22]=[C:21]([C:24]([O:26][CH3:27])=[O:25])[CH:20]=[CH:19][C:18]=2[CH2:8][CH2:9]1, predict the reactants needed to synthesize it. The reactants are: C(NC(C)C)(C)C.[CH2:8]([Li])[CH2:9][CH2:10][CH3:11].[O:13]=[C:14]1[C:23]2[CH:22]=[C:21]([C:24]([O:26][CH3:27])=[O:25])[CH:20]=[CH:19][C:18]=2CCC1.CI. (6) Given the product [CH3:20][C:21]1[S:22][C:23]([C:29]2[CH:30]=[C:31]([CH3:35])[CH:32]=[CH:33][CH:34]=2)=[C:24]([C:26]([N:3]2[CH2:4][C@@H:5]3[C@@H:1]([CH2:6]3)[C@H:2]2[CH2:7][NH:8][C:9]([C:11]2[CH:12]=[CH:13][CH:14]=[C:15]3[O:19][CH:18]=[CH:17][C:16]=23)=[O:10])=[O:27])[N:25]=1, predict the reactants needed to synthesize it. The reactants are: [C@@H:1]12[CH2:6][C@@H:5]1[CH2:4][NH:3][C@@H:2]2[CH2:7][NH:8][C:9]([C:11]1[CH:12]=[CH:13][CH:14]=[C:15]2[O:19][CH:18]=[CH:17][C:16]=12)=[O:10].[CH3:20][C:21]1[S:22][C:23]([C:29]2[CH:30]=[C:31]([CH3:35])[CH:32]=[CH:33][CH:34]=2)=[C:24]([C:26](O)=[O:27])[N:25]=1.